Dataset: Catalyst prediction with 721,799 reactions and 888 catalyst types from USPTO. Task: Predict which catalyst facilitates the given reaction. (1) Reactant: [OH:1][C:2]1[CH:7]=[CH:6][C:5]([CH2:8][NH:9][C:10](=[O:18])[C:11]2[CH:16]=[CH:15][CH:14]=[N:13][C:12]=2[NH2:17])=[CH:4][CH:3]=1.Br[CH2:20][CH2:21][O:22][CH2:23][CH3:24].C(=O)([O-])[O-].[Cs+].[Cs+].CN(C=O)C. Product: [CH2:21]([O:22][CH2:23][CH2:24][O:1][C:2]1[CH:3]=[CH:4][C:5]([CH2:8][NH:9][C:10](=[O:18])[C:11]2[CH:16]=[CH:15][CH:14]=[N:13][C:12]=2[NH2:17])=[CH:6][CH:7]=1)[CH3:20]. The catalyst class is: 6. (2) Reactant: [NH2:1][C:2]1[N:3]=[CH:4][C:5]([C:17]2[CH:22]=[CH:21][C:20]([C:23]([N:25]3[CH2:30][CH2:29][N:28]([CH3:31])[CH2:27][CH2:26]3)=[O:24])=[CH:19][CH:18]=2)=[N:6][C:7]=1[C:8]1[O:9][C:10]2[CH:15]=[CH:14][N:13]=[CH:12][C:11]=2[N:16]=1.CO.O.[C:35]1([CH3:45])[CH:40]=[CH:39][C:38]([S:41]([OH:44])(=[O:43])=[O:42])=[CH:37][CH:36]=1. Product: [S:41]([C:38]1[CH:39]=[CH:40][C:35]([CH3:45])=[CH:36][CH:37]=1)([OH:44])(=[O:43])=[O:42].[NH2:1][C:2]1[N:3]=[CH:4][C:5]([C:17]2[CH:18]=[CH:19][C:20]([C:23]([N:25]3[CH2:30][CH2:29][N:28]([CH3:31])[CH2:27][CH2:26]3)=[O:24])=[CH:21][CH:22]=2)=[N:6][C:7]=1[C:8]1[O:9][C:10]2[CH:15]=[CH:14][N:13]=[CH:12][C:11]=2[N:16]=1. The catalyst class is: 4. (3) Reactant: [C:1]1([C@@H:7]([N:9]([CH:16]2[CH2:25][CH2:24][C:19]3(OCC[O:20]3)[CH2:18][CH2:17]2)[C:10](=[O:15])[C:11]([F:14])([F:13])[F:12])[CH3:8])[CH:6]=[CH:5][CH:4]=[CH:3][CH:2]=1.Cl. Product: [C:1]1([C@@H:7]([N:9]([CH:16]2[CH2:25][CH2:24][C:19](=[O:20])[CH2:18][CH2:17]2)[C:10](=[O:15])[C:11]([F:12])([F:14])[F:13])[CH3:8])[CH:6]=[CH:5][CH:4]=[CH:3][CH:2]=1. The catalyst class is: 7. (4) Reactant: [NH2:1][CH2:2][CH2:3][N:4]1[CH2:10][C:9]2[CH:11]=[CH:12][CH:13]=[CH:14][C:8]=2[N:7]([C:15](=[O:28])[C:16]2[CH:21]=[CH:20][C:19]([N:22]3[CH2:26][CH2:25][CH2:24][CH2:23]3)=[CH:18][C:17]=2[Cl:27])[CH2:6][C:5]1=[O:29].C(N(CC)CC)C.[C:37](Cl)(=[O:44])[C:38]1[CH:43]=[CH:42][CH:41]=[CH:40][CH:39]=1.O. Product: [Cl:27][C:17]1[CH:18]=[C:19]([N:22]2[CH2:23][CH2:24][CH2:25][CH2:26]2)[CH:20]=[CH:21][C:16]=1[C:15]([N:7]1[C:8]2[CH:14]=[CH:13][CH:12]=[CH:11][C:9]=2[CH2:10][N:4]([CH2:3][CH2:2][NH:1][C:37](=[O:44])[C:38]2[CH:43]=[CH:42][CH:41]=[CH:40][CH:39]=2)[C:5](=[O:29])[CH2:6]1)=[O:28]. The catalyst class is: 4. (5) Reactant: [CH2:1]([O:8][C:9]1[CH:14]=[CH:13][C:12]([CH:15]([N:19]([CH3:27])[C:20](=[O:26])[O:21][C:22]([CH3:25])([CH3:24])[CH3:23])[CH2:16][CH2:17]O)=[CH:11][CH:10]=1)[C:2]1[CH:7]=[CH:6][CH:5]=[CH:4][CH:3]=1.[CH2:28]([N:30](CC)CC)C.CS(Cl)(=O)=O.C1OCCOCCOCCOCCOC1.[C-]#N.[Na+]. Product: [CH2:1]([O:8][C:9]1[CH:14]=[CH:13][C:12]([CH:15]([N:19]([CH3:27])[C:20](=[O:26])[O:21][C:22]([CH3:24])([CH3:23])[CH3:25])[CH2:16][CH2:17][C:28]#[N:30])=[CH:11][CH:10]=1)[C:2]1[CH:7]=[CH:6][CH:5]=[CH:4][CH:3]=1. The catalyst class is: 7. (6) Reactant: [C:1]([O:5][C:6](=[O:27])[NH:7][CH:8]([C:19](=[O:26])[NH:20][CH2:21][CH2:22][CH2:23][CH2:24][CH3:25])[CH2:9][C:10]1[CH:15]=[CH:14][C:13]([N+:16]([O-])=O)=[CH:12][CH:11]=1)([CH3:4])([CH3:3])[CH3:2]. Product: [C:1]([O:5][C:6](=[O:27])[NH:7][CH:8]([C:19](=[O:26])[NH:20][CH2:21][CH2:22][CH2:23][CH2:24][CH3:25])[CH2:9][C:10]1[CH:11]=[CH:12][C:13]([NH2:16])=[CH:14][CH:15]=1)([CH3:2])([CH3:3])[CH3:4]. The catalyst class is: 19.